This data is from Peptide-MHC class I binding affinity with 185,985 pairs from IEDB/IMGT. The task is: Regression. Given a peptide amino acid sequence and an MHC pseudo amino acid sequence, predict their binding affinity value. This is MHC class I binding data. (1) The peptide sequence is YFPDWQNYT. The MHC is HLA-B35:03 with pseudo-sequence HLA-B35:03. The binding affinity (normalized) is 0. (2) The peptide sequence is QENEIYTYF. The MHC is HLA-B15:09 with pseudo-sequence HLA-B15:09. The binding affinity (normalized) is 0.0847. (3) The peptide sequence is YRYLRHGKL. The MHC is HLA-A26:01 with pseudo-sequence HLA-A26:01. The binding affinity (normalized) is 0.0847. (4) The peptide sequence is WFDLASWIK. The MHC is Mamu-B8701 with pseudo-sequence Mamu-B8701. The binding affinity (normalized) is 0.210. (5) The peptide sequence is FLSRVFFCV. The MHC is HLA-A02:01 with pseudo-sequence HLA-A02:01. The binding affinity (normalized) is 1.00.